This data is from Reaction yield outcomes from USPTO patents with 853,638 reactions. The task is: Predict the reaction yield, written as a fraction of the theoretical maximum amount of product (1.0 means a 100% yield; for example, 0.34 means a 34% yield). (1) The reactants are [Cl:1][C:2]1[CH:3]=[C:4]([CH:9]2[CH2:13][CH2:12][O:11][C:10]2=[O:14])[CH:5]=[CH:6][C:7]=1[Cl:8].[H-].[Na+].I[CH3:18].[NH4+].[Cl-]. The catalyst is C1COCC1. The product is [Cl:1][C:2]1[CH:3]=[C:4]([C:9]2([CH3:18])[CH2:13][CH2:12][O:11][C:10]2=[O:14])[CH:5]=[CH:6][C:7]=1[Cl:8]. The yield is 0.820. (2) The reactants are Cl[C:2]1[N:7]=[C:6]([N:8]([CH3:10])[CH3:9])[C:5]([CH2:11][CH3:12])=[CH:4][N:3]=1.N[C@@H]1CC[C@H]([C:20]2[C:28]([F:29])=[C:27]([F:30])[CH:26]=[CH:25][C:21]=2[C:22]([NH2:24])=[O:23])CC1.CC[N:33]([CH:37]([CH3:39])[CH3:38])C(C)C.[CH3:40][CH:41](O)[CH3:42]. The catalyst is C(Cl)Cl. The product is [CH3:9][N:8]([CH3:10])[C:6]1[C:5]([CH2:11][CH3:12])=[CH:4][N:3]=[C:2]([NH:33][C@@H:37]2[CH2:38][CH2:42][C@H:41]([NH:24][C:22](=[O:23])[C:21]3[CH:25]=[CH:26][C:27]([F:30])=[C:28]([F:29])[CH:20]=3)[CH2:40][CH2:39]2)[N:7]=1. The yield is 0.140. (3) The reactants are CC(OI1(OC(C)=O)(OC(C)=O)OC(=O)C2C=CC=CC1=2)=O.[CH2:23]([O:30][C:31]1[CH:36]=[CH:35][C:34]([CH:37]([C:40]2[CH:45]=[CH:44][CH:43]=[CH:42][C:41]=2[F:46])[CH2:38][OH:39])=[CH:33][CH:32]=1)[C:24]1[CH:29]=[CH:28][CH:27]=[CH:26][CH:25]=1.C(OCC)C. The catalyst is C(Cl)Cl. The product is [CH2:23]([O:30][C:31]1[CH:36]=[CH:35][C:34]([CH:37]([C:40]2[CH:45]=[CH:44][CH:43]=[CH:42][C:41]=2[F:46])[CH:38]=[O:39])=[CH:33][CH:32]=1)[C:24]1[CH:25]=[CH:26][CH:27]=[CH:28][CH:29]=1. The yield is 0.860. (4) The catalyst is CO.[OH-].[OH-].[Pd+2]. The reactants are [CH:1]1([CH2:6][C@H:7]([CH2:26][C:27](=[O:37])[NH:28][O:29]CC2C=CC=CC=2)[C:8]([N:10]2[C@H:14]([C:15]([NH:17][C:18]3[CH:23]=[CH:22][C:21]([F:24])=[CH:20][N+:19]=3[O-:25])=[O:16])[CH2:13][CH:12]=[N:11]2)=[O:9])[CH2:5][CH2:4][CH2:3][CH2:2]1. The yield is 0.500. The product is [CH:1]1([CH2:6][C@H:7]([CH2:26][C:27]([NH:28][OH:29])=[O:37])[C:8]([N:10]2[C@H:14]([C:15]([NH:17][C:18]3[CH:23]=[CH:22][C:21]([F:24])=[CH:20][N+:19]=3[O-:25])=[O:16])[CH2:13][CH:12]=[N:11]2)=[O:9])[CH2:2][CH2:3][CH2:4][CH2:5]1. (5) The reactants are [C:1]([O:5][C:6]([N:8]1[CH2:13][CH2:12][NH:11][CH2:10][CH2:9]1)=[O:7])([CH3:4])([CH3:3])[CH3:2].[CH2:14]([O:16][C:17](=[O:42])[C:18]1[CH:23]=[C:22]([Cl:24])[C:21]([CH2:25]Br)=[CH:20][C:19]=1[N:27]([C:35]([O:37][C:38]([CH3:41])([CH3:40])[CH3:39])=[O:36])[C:28]([O:30][C:31]([CH3:34])([CH3:33])[CH3:32])=[O:29])[CH3:15].O. The catalyst is C1COCC1. The product is [C:1]([O:5][C:6]([N:8]1[CH2:13][CH2:12][N:11]([CH2:25][C:21]2[CH:20]=[C:19]([N:27]([C:35]([O:37][C:38]([CH3:39])([CH3:41])[CH3:40])=[O:36])[C:28]([O:30][C:31]([CH3:32])([CH3:33])[CH3:34])=[O:29])[C:18]([C:17]([O:16][CH2:14][CH3:15])=[O:42])=[CH:23][C:22]=2[Cl:24])[CH2:10][CH2:9]1)=[O:7])([CH3:4])([CH3:2])[CH3:3]. The yield is 0.940. (6) The reactants are Cl[C:2]1[N:3]=[C:4]([NH:17][CH:18]2[CH2:20][CH2:19]2)[C:5]2[CH2:10][CH2:9][CH:8]([C:11]3[CH:16]=[CH:15][CH:14]=[CH:13][CH:12]=3)[C:6]=2[N:7]=1.[Cl:21][C:22]1[N:23]=[CH:24][N:25]([C:27]2[CH:33]=[CH:32][C:30]([NH2:31])=[CH:29][C:28]=2[O:34][CH3:35])[CH:26]=1.OS(O)(=O)=O.CCOC(C)=O. The product is [Cl:21][C:22]1[N:23]=[CH:24][N:25]([C:27]2[CH:33]=[CH:32][C:30]([NH:31][C:2]3[N:3]=[C:4]([NH:17][CH:18]4[CH2:20][CH2:19]4)[C:5]4[CH2:10][CH2:9][CH:8]([C:11]5[CH:16]=[CH:15][CH:14]=[CH:13][CH:12]=5)[C:6]=4[N:7]=3)=[CH:29][C:28]=2[O:34][CH3:35])[CH:26]=1. The catalyst is CN1C(=O)CCC1. The yield is 0.691. (7) The reactants are Br[C:2]1[CH:3]=[CH:4][C:5]2[O:11][CH2:10][CH2:9][N:8]3[CH:12]=[C:13]([C:15]4[N:19]([CH:20]([CH3:22])[CH3:21])[N:18]=[CH:17][N:16]=4)[N:14]=[C:7]3[C:6]=2[CH:23]=1.[Cl:24][C:25]1[CH:30]=[CH:29][C:28](B(O)O)=[CH:27][CH:26]=1.C([O-])([O-])=O.[Cs+].[Cs+].O. The catalyst is O1CCOCC1.C1C=CC(P(C2C=CC=CC=2)[C-]2C=CC=C2)=CC=1.C1C=CC(P(C2C=CC=CC=2)[C-]2C=CC=C2)=CC=1.Cl[Pd]Cl.[Fe+2]. The product is [Cl:24][C:25]1[CH:30]=[CH:29][C:28]([C:2]2[CH:3]=[CH:4][C:5]3[O:11][CH2:10][CH2:9][N:8]4[CH:12]=[C:13]([C:15]5[N:19]([CH:20]([CH3:21])[CH3:22])[N:18]=[CH:17][N:16]=5)[N:14]=[C:7]4[C:6]=3[CH:23]=2)=[CH:27][CH:26]=1. The yield is 0.100. (8) The reactants are [Cl:1][C:2]1[CH:3]=[C:4]([CH:8]=[CH:9][C:10]=1[N:11]([CH2:28][CH2:29][OH:30])[C:12]([C:14]1[S:27][C:17]2[C:18]3[CH:26]=[CH:25][CH:24]=[CH:23][C:19]=3[O:20][CH2:21][CH2:22][C:16]=2[CH:15]=1)=[O:13])[C:5](O)=[O:6].[NH2:31][C:32]1[CH:36]=[C:35]([CH3:37])[NH:34][N:33]=1. No catalyst specified. The product is [NH2:31][C:32]1[CH:36]=[C:35]([CH3:37])[N:34]([C:5]([C:4]2[CH:8]=[CH:9][C:10]([N:11]([CH2:28][CH2:29][OH:30])[C:12]([C:14]3[S:27][C:17]4[C:18]5[CH:26]=[CH:25][CH:24]=[CH:23][C:19]=5[O:20][CH2:21][CH2:22][C:16]=4[CH:15]=3)=[O:13])=[C:2]([Cl:1])[CH:3]=2)=[O:6])[N:33]=1. The yield is 0.250. (9) The reactants are [NH2:1][CH2:2][C:3]1([C:16]([O:18][CH2:19][CH3:20])=[O:17])[CH2:8][CH2:7][N:6]([C:9]([O:11][C:12]([CH3:15])([CH3:14])[CH3:13])=[O:10])[CH2:5][CH2:4]1.[C:21](O[C:21]([O:23][C:24]([CH3:27])([CH3:26])[CH3:25])=[O:22])([O:23][C:24]([CH3:27])([CH3:26])[CH3:25])=[O:22]. The catalyst is C(Cl)Cl. The product is [C:24]([O:23][C:21]([NH:1][CH2:2][C:3]1([C:16]([O:18][CH2:19][CH3:20])=[O:17])[CH2:4][CH2:5][N:6]([C:9]([O:11][C:12]([CH3:14])([CH3:15])[CH3:13])=[O:10])[CH2:7][CH2:8]1)=[O:22])([CH3:27])([CH3:26])[CH3:25]. The yield is 0.900.